Dataset: Forward reaction prediction with 1.9M reactions from USPTO patents (1976-2016). Task: Predict the product of the given reaction. Given the reactants C([O:3][C:4]([C:6]1[O:7][C:8]2[CH:15]=[CH:14][CH:13]=[C:12]([O:16][CH3:17])[C:9]=2[C:10]=1[CH3:11])=[O:5])C.[Li+].[OH-], predict the reaction product. The product is: [CH3:17][O:16][C:12]1[C:9]2[C:10]([CH3:11])=[C:6]([C:4]([OH:5])=[O:3])[O:7][C:8]=2[CH:15]=[CH:14][CH:13]=1.